This data is from Forward reaction prediction with 1.9M reactions from USPTO patents (1976-2016). The task is: Predict the product of the given reaction. (1) Given the reactants C(OC([O:8][NH:9][C:10]([C:12]1[CH:13]=[CH:14][CH:15]=[N:16][C:17]=1[N:18]1[CH2:25][CH:24]2[CH:20]([CH2:21][N:22]([CH2:26][C:27]3[CH:36]=[CH:35][C:34]4[C:29](=[CH:30][CH:31]=[CH:32][CH:33]=4)[CH:28]=3)[CH2:23]2)[CH2:19]1)=[O:11])C)C(C)C.C(O)(C(F)(F)F)=O.C(Cl)Cl, predict the reaction product. The product is: [OH:8][NH:9][C:10]([C:12]1[CH:13]=[CH:14][CH:15]=[N:16][C:17]=1[N:18]1[CH2:25][CH:24]2[CH:20]([CH2:21][N:22]([CH2:26][C:27]3[CH:36]=[CH:35][C:34]4[C:29](=[CH:30][CH:31]=[CH:32][CH:33]=4)[CH:28]=3)[CH2:23]2)[CH2:19]1)=[O:11]. (2) Given the reactants [I:1][C:2]1[C:10]2[CH:9]=[N:8][CH:7]=[N:6][C:5]=2[NH:4][CH:3]=1.Br[CH2:12][CH2:13][O:14][CH:15]1[CH2:20][CH2:19][CH2:18][CH2:17][O:16]1, predict the reaction product. The product is: [I:1][C:2]1[C:10]2[CH:9]=[N:8][CH:7]=[N:6][C:5]=2[N:4]([CH2:12][CH2:13][O:14][CH:15]2[CH2:20][CH2:19][CH2:18][CH2:17][O:16]2)[CH:3]=1.